Task: Regression. Given two drug SMILES strings and cell line genomic features, predict the synergy score measuring deviation from expected non-interaction effect.. Dataset: NCI-60 drug combinations with 297,098 pairs across 59 cell lines Drug 1: C1C(C(OC1N2C=NC(=NC2=O)N)CO)O. Drug 2: C(CN)CNCCSP(=O)(O)O. Cell line: NCIH23. Synergy scores: CSS=1.13, Synergy_ZIP=-1.37, Synergy_Bliss=-4.41, Synergy_Loewe=-3.70, Synergy_HSA=-3.67.